Task: Regression. Given two drug SMILES strings and cell line genomic features, predict the synergy score measuring deviation from expected non-interaction effect.. Dataset: NCI-60 drug combinations with 297,098 pairs across 59 cell lines (1) Drug 1: CS(=O)(=O)C1=CC(=C(C=C1)C(=O)NC2=CC(=C(C=C2)Cl)C3=CC=CC=N3)Cl. Drug 2: CCC1=CC2CC(C3=C(CN(C2)C1)C4=CC=CC=C4N3)(C5=C(C=C6C(=C5)C78CCN9C7C(C=CC9)(C(C(C8N6C)(C(=O)OC)O)OC(=O)C)CC)OC)C(=O)OC.C(C(C(=O)O)O)(C(=O)O)O. Cell line: NCI/ADR-RES. Synergy scores: CSS=9.78, Synergy_ZIP=-3.55, Synergy_Bliss=-2.51, Synergy_Loewe=-2.12, Synergy_HSA=-2.23. (2) Drug 1: C1=CC(=C2C(=C1NCCNCCO)C(=O)C3=C(C=CC(=C3C2=O)O)O)NCCNCCO. Drug 2: CN(C(=O)NC(C=O)C(C(C(CO)O)O)O)N=O. Cell line: CAKI-1. Synergy scores: CSS=46.2, Synergy_ZIP=-2.00, Synergy_Bliss=-3.82, Synergy_Loewe=-62.4, Synergy_HSA=-2.94. (3) Drug 1: C1=CN(C=N1)CC(O)(P(=O)(O)O)P(=O)(O)O. Drug 2: CN(C(=O)NC(C=O)C(C(C(CO)O)O)O)N=O. Cell line: MDA-MB-231. Synergy scores: CSS=7.78, Synergy_ZIP=-1.79, Synergy_Bliss=2.41, Synergy_Loewe=4.34, Synergy_HSA=3.42.